From a dataset of NCI-60 drug combinations with 297,098 pairs across 59 cell lines. Regression. Given two drug SMILES strings and cell line genomic features, predict the synergy score measuring deviation from expected non-interaction effect. (1) Drug 2: CC1CCC2CC(C(=CC=CC=CC(CC(C(=O)C(C(C(=CC(C(=O)CC(OC(=O)C3CCCCN3C(=O)C(=O)C1(O2)O)C(C)CC4CCC(C(C4)OC)OCCO)C)C)O)OC)C)C)C)OC. Drug 1: CC=C1C(=O)NC(C(=O)OC2CC(=O)NC(C(=O)NC(CSSCCC=C2)C(=O)N1)C(C)C)C(C)C. Synergy scores: CSS=10.7, Synergy_ZIP=-5.40, Synergy_Bliss=-4.55, Synergy_Loewe=-31.9, Synergy_HSA=-3.08. Cell line: NCI-H322M. (2) Drug 1: C1=CC(=CC=C1CCC2=CNC3=C2C(=O)NC(=N3)N)C(=O)NC(CCC(=O)O)C(=O)O. Drug 2: CC1OCC2C(O1)C(C(C(O2)OC3C4COC(=O)C4C(C5=CC6=C(C=C35)OCO6)C7=CC(=C(C(=C7)OC)O)OC)O)O. Cell line: NCIH23. Synergy scores: CSS=51.7, Synergy_ZIP=0.566, Synergy_Bliss=2.32, Synergy_Loewe=-3.47, Synergy_HSA=3.31. (3) Drug 1: C1CCN(CC1)CCOC2=CC=C(C=C2)C(=O)C3=C(SC4=C3C=CC(=C4)O)C5=CC=C(C=C5)O. Drug 2: CCCCCOC(=O)NC1=NC(=O)N(C=C1F)C2C(C(C(O2)C)O)O. Cell line: UACC-257. Synergy scores: CSS=-3.31, Synergy_ZIP=1.65, Synergy_Bliss=-0.129, Synergy_Loewe=-4.09, Synergy_HSA=-4.69. (4) Drug 1: CC1=C(C=C(C=C1)C(=O)NC2=CC(=CC(=C2)C(F)(F)F)N3C=C(N=C3)C)NC4=NC=CC(=N4)C5=CN=CC=C5. Drug 2: C1=CC=C(C=C1)NC(=O)CCCCCCC(=O)NO. Cell line: UACC-257. Synergy scores: CSS=15.1, Synergy_ZIP=-6.30, Synergy_Bliss=-0.402, Synergy_Loewe=-16.6, Synergy_HSA=-3.74. (5) Drug 1: CC1CCC2CC(C(=CC=CC=CC(CC(C(=O)C(C(C(=CC(C(=O)CC(OC(=O)C3CCCCN3C(=O)C(=O)C1(O2)O)C(C)CC4CCC(C(C4)OC)OCCO)C)C)O)OC)C)C)C)OC. Drug 2: C1=CN(C=N1)CC(O)(P(=O)(O)O)P(=O)(O)O. Cell line: HCC-2998. Synergy scores: CSS=13.2, Synergy_ZIP=-2.16, Synergy_Bliss=2.14, Synergy_Loewe=-6.63, Synergy_HSA=1.29. (6) Drug 1: CCC1=CC2CC(C3=C(CN(C2)C1)C4=CC=CC=C4N3)(C5=C(C=C6C(=C5)C78CCN9C7C(C=CC9)(C(C(C8N6C)(C(=O)OC)O)OC(=O)C)CC)OC)C(=O)OC.C(C(C(=O)O)O)(C(=O)O)O. Drug 2: C1=CC(=CC=C1CC(C(=O)O)N)N(CCCl)CCCl.Cl. Cell line: SK-MEL-2. Synergy scores: CSS=44.7, Synergy_ZIP=-2.07, Synergy_Bliss=-1.64, Synergy_Loewe=-27.5, Synergy_HSA=-2.68. (7) Drug 1: CC12CCC(CC1=CCC3C2CCC4(C3CC=C4C5=CN=CC=C5)C)O. Drug 2: C1CNP(=O)(OC1)N(CCCl)CCCl. Cell line: NCI-H226. Synergy scores: CSS=-0.106, Synergy_ZIP=1.12, Synergy_Bliss=2.39, Synergy_Loewe=-4.85, Synergy_HSA=-1.70. (8) Drug 1: CC1=CC2C(CCC3(C2CCC3(C(=O)C)OC(=O)C)C)C4(C1=CC(=O)CC4)C. Drug 2: C1C(C(OC1N2C=NC3=C(N=C(N=C32)Cl)N)CO)O. Cell line: RPMI-8226. Synergy scores: CSS=0.0265, Synergy_ZIP=2.36, Synergy_Bliss=0.850, Synergy_Loewe=-7.62, Synergy_HSA=-7.56. (9) Drug 1: CC1=C(C(=CC=C1)Cl)NC(=O)C2=CN=C(S2)NC3=CC(=NC(=N3)C)N4CCN(CC4)CCO. Drug 2: C1CC(=O)NC(=O)C1N2C(=O)C3=CC=CC=C3C2=O. Cell line: SW-620. Synergy scores: CSS=4.74, Synergy_ZIP=2.86, Synergy_Bliss=4.12, Synergy_Loewe=3.77, Synergy_HSA=5.81.